This data is from Forward reaction prediction with 1.9M reactions from USPTO patents (1976-2016). The task is: Predict the product of the given reaction. Given the reactants [CH3:1][C:2]([CH3:9])([CH3:8])[C:3](=O)[CH2:4][C:5]#[N:6].[ClH:10].[CH:11]([C:14]1[CH:19]=[CH:18][C:17]([NH:20][NH2:21])=[CH:16][CH:15]=1)([CH3:13])[CH3:12], predict the reaction product. The product is: [ClH:10].[C:2]([C:3]1[CH:4]=[C:5]([NH2:6])[N:20]([C:17]2[CH:18]=[CH:19][C:14]([CH:11]([CH3:13])[CH3:12])=[CH:15][CH:16]=2)[N:21]=1)([CH3:9])([CH3:8])[CH3:1].